Dataset: Forward reaction prediction with 1.9M reactions from USPTO patents (1976-2016). Task: Predict the product of the given reaction. (1) Given the reactants ClC(Cl)(Cl)C([N:5]1[CH2:10][CH2:9][N:8]([C:11]2[CH:16]=[C:15]([S:17]([N:20]3[C:28]4[C:23](=[CH:24][CH:25]=[C:26]([Cl:29])[CH:27]=4)[CH:22]=[CH:21]3)(=[O:19])=[O:18])[CH:14]=[CH:13][C:12]=2[O:30][CH2:31][C:32]([F:37])([F:36])[CH:33]([F:35])[F:34])[CH2:7][CH2:6]1)=O.[OH-].[K+], predict the reaction product. The product is: [Cl:29][C:26]1[CH:27]=[C:28]2[C:23]([CH:22]=[CH:21][N:20]2[S:17]([C:15]2[CH:14]=[CH:13][C:12]([O:30][CH2:31][C:32]([F:36])([F:37])[CH:33]([F:34])[F:35])=[C:11]([N:8]3[CH2:7][CH2:6][NH:5][CH2:10][CH2:9]3)[CH:16]=2)(=[O:18])=[O:19])=[CH:24][CH:25]=1. (2) Given the reactants [Cl:1][C:2]1[CH:3]=[C:4]([NH:9][C:10]([CH3:17])([C:12]([O:14]CC)=[O:13])[CH3:11])[CH:5]=[CH:6][C:7]=1[Cl:8].[Li+:18].[OH-], predict the reaction product. The product is: [Li+:18].[Cl:1][C:2]1[CH:3]=[C:4]([NH:9][C:10]([CH3:17])([C:12]([O-:14])=[O:13])[CH3:11])[CH:5]=[CH:6][C:7]=1[Cl:8]. (3) Given the reactants [C:1]1([CH3:10])[CH:6]=[CH:5][CH:4]=[C:3]([CH2:7][C:8]#[N:9])[CH:2]=1.C(O)C.[N:14](OCCC(C)C)=[O:15].[O-]CC.[Na+], predict the reaction product. The product is: [OH:15][N:14]=[C:7]([C:8]#[N:9])[C:3]1[CH:4]=[CH:5][CH:6]=[C:1]([CH3:10])[CH:2]=1. (4) Given the reactants O.NN.[NH2:4][C:5]1[C:14]2[N:15]=[C:16]([CH2:28][O:29][N:30]3C(=O)C4C(=CC=CC=4)C3=O)[N:17]([CH2:18][CH2:19][NH:20][C:21](=[O:27])[O:22][C:23]([CH3:26])([CH3:25])[CH3:24])[C:13]=2[C:12]2[CH:11]=[CH:10][C:9]([O:41][CH2:42][C:43]3[CH:48]=[CH:47][CH:46]=[CH:45][CH:44]=3)=[CH:8][C:7]=2[N:6]=1, predict the reaction product. The product is: [NH2:4][C:5]1[C:14]2[N:15]=[C:16]([CH2:28][O:29][NH2:30])[N:17]([CH2:18][CH2:19][NH:20][C:21](=[O:27])[O:22][C:23]([CH3:25])([CH3:26])[CH3:24])[C:13]=2[C:12]2[CH:11]=[CH:10][C:9]([O:41][CH2:42][C:43]3[CH:44]=[CH:45][CH:46]=[CH:47][CH:48]=3)=[CH:8][C:7]=2[N:6]=1.